The task is: Predict the product of the given reaction.. This data is from Forward reaction prediction with 1.9M reactions from USPTO patents (1976-2016). (1) Given the reactants [H-].[Na+].[C:3]([O:7][C:8]([N:10]1[CH2:15][CH2:14][O:13][CH2:12][CH:11]1[CH2:16][OH:17])=[O:9])([CH3:6])([CH3:5])[CH3:4].[C:18]1([N:24]2[CH2:29][CH2:28][N:27]([C:30](OC3C=CC([N+]([O-])=O)=CC=3)=[O:31])[CH2:26][CH2:25]2)[CH:23]=[CH:22][CH:21]=[CH:20][CH:19]=1.C([O-])(O)=O.[Na+], predict the reaction product. The product is: [C:3]([O:7][C:8]([N:10]1[CH2:15][CH2:14][O:13][CH2:12][CH:11]1[CH2:16][O:17][C:30]([N:27]1[CH2:28][CH2:29][N:24]([C:18]2[CH:19]=[CH:20][CH:21]=[CH:22][CH:23]=2)[CH2:25][CH2:26]1)=[O:31])=[O:9])([CH3:6])([CH3:5])[CH3:4]. (2) Given the reactants [F:1][C:2]1[CH:3]=[C:4]([C@@H:9]2[CH2:14][CH2:13][CH2:12][C:11](=[O:15])[N:10]2[C:16]([O:18][C:19]([CH3:22])([CH3:21])[CH3:20])=[O:17])[CH:5]=[C:6]([F:8])[CH:7]=1.I[CH2:24][CH3:25].C[Si]([N-][Si](C)(C)C)(C)C.[Na+].[CH2:36]1COC[CH2:37]1, predict the reaction product. The product is: [F:1][C:2]1[CH:3]=[C:4]([C@H:9]2[N:10]([C:16]([O:18][C:19]([CH3:22])([CH3:21])[CH3:20])=[O:17])[C:11](=[O:15])[C:12]([CH2:24][CH3:25])([CH2:36][CH3:37])[CH2:13][CH2:14]2)[CH:5]=[C:6]([F:8])[CH:7]=1. (3) The product is: [CH3:32][O:31][C:13](=[O:24])[C:14]1[CH:15]=[CH:16][C:17]([C:6]2[C:5]([CH3:9])=[CH:4][N:3]=[C:2]([F:1])[CH:7]=2)=[CH:18][CH:19]=1. Given the reactants [F:1][C:2]1[CH:7]=[C:6](I)[C:5]([CH3:9])=[CH:4][N:3]=1.C([CH2:13][C:14]1[CH:19]=[CH:18][C:17](B(O)O)=[CH:16][CH:15]=1)(O)=O.P([O-])([O-])([O-])=[O:24].[K+].[K+].[K+].[O:31]1CCOC[CH2:32]1, predict the reaction product. (4) Given the reactants [CH3:1][C:2]1[C:3]([N:8]([CH2:20][O:21][CH2:22][CH2:23][O:24][CH3:25])[S:9]([C:12]2[S:13][C:14]([CH2:17][CH2:18][CH3:19])=[CH:15][CH:16]=2)(=[O:11])=[O:10])=[N:4][O:5][C:6]=1[CH3:7].C([Li])CCC.[B:31](OC(C)C)([O:36]C(C)C)[O:32]C(C)C.[Cl-].[NH4+], predict the reaction product. The product is: [B:31]([C:16]1[CH:15]=[C:14]([CH2:17][CH2:18][CH3:19])[S:13][C:12]=1[S:9]([N:8]([C:3]1[C:2]([CH3:1])=[C:6]([CH3:7])[O:5][N:4]=1)[CH2:20][O:21][CH2:22][CH2:23][O:24][CH3:25])(=[O:11])=[O:10])([OH:36])[OH:32]. (5) Given the reactants I[C:2]1[CH:7]=[CH:6][CH:5]=[CH:4][C:3]=1[OH:8].[CH:9]([O:12][C:13]1[CH:18]=[CH:17][C:16](B2OC(C)(C)C(C)(C)O2)=[C:15]([CH3:28])[CH:14]=1)([CH3:11])[CH3:10].C(=O)([O-])[O-].[Cs+].[Cs+].Cl, predict the reaction product. The product is: [CH:9]([O:12][C:13]1[CH:18]=[CH:17][C:16]([C:2]2[C:3]([OH:8])=[CH:4][CH:5]=[CH:6][CH:7]=2)=[C:15]([CH3:28])[CH:14]=1)([CH3:10])[CH3:11].